The task is: Regression. Given a peptide amino acid sequence and an MHC pseudo amino acid sequence, predict their binding affinity value. This is MHC class I binding data.. This data is from Peptide-MHC class I binding affinity with 185,985 pairs from IEDB/IMGT. The peptide sequence is TTTGIGYQPY. The MHC is HLA-A23:01 with pseudo-sequence HLA-A23:01. The binding affinity (normalized) is 0.